Predict which catalyst facilitates the given reaction. From a dataset of Catalyst prediction with 721,799 reactions and 888 catalyst types from USPTO. Product: [CH:49]([N:48]([CH:52]([CH3:54])[CH3:53])[CH2:47][CH2:46][O:43][C:40]1[CH:41]=[CH:42][C:37]([NH:36][C:34]2[S:35][C:31]([C:28]3[CH:29]=[CH:30][S:26][CH:27]=3)=[CH:32][N:33]=2)=[CH:38][CH:39]=1)([CH3:51])[CH3:50]. The catalyst class is: 61. Reactant: CN(C)CCCOC1C=CC(C2SC(NC3C=CC=CC=3)=NC=2)=CC=1.[S:26]1[CH:30]=[CH:29][C:28]([C:31]2[S:35][C:34]([NH:36][C:37]3[CH:42]=[CH:41][C:40]([OH:43])=[CH:39][CH:38]=3)=[N:33][CH:32]=2)=[CH:27]1.Cl.Cl[CH2:46][CH2:47][N:48]([CH:52]([CH3:54])[CH3:53])[CH:49]([CH3:51])[CH3:50].